Dataset: Reaction yield outcomes from USPTO patents with 853,638 reactions. Task: Predict the reaction yield, written as a fraction of the theoretical maximum amount of product (1.0 means a 100% yield; for example, 0.34 means a 34% yield). The reactants are [CH2:1]([O:8][C:9]1[C:18](=[O:19])[N:17]2[C:12]([C:13]([CH3:21])([CH3:20])[O:14][CH2:15][CH2:16]2)=[N:11][C:10]=1[C:22]([OH:24])=O)[C:2]1[CH:7]=[CH:6][CH:5]=[CH:4][CH:3]=1.Cl.[S:26]1[CH:30]=[CH:29][C:28]2[CH:31]=[CH:32][CH:33]=[C:34]([CH2:35][NH2:36])[C:27]1=2.F[P-](F)(F)(F)(F)F.N1(O[P+](N2CCCC2)(N2CCCC2)N2CCCC2)C2C=CC=CC=2N=N1.C(N(C(C)C)CC)(C)C. The yield is 0.870. The catalyst is CC#N.CN(C)C=O. The product is [S:26]1[CH:30]=[CH:29][C:28]2[CH:31]=[CH:32][CH:33]=[C:34]([CH2:35][NH:36][C:22]([C:10]3[N:11]=[C:12]4[N:17]([C:18](=[O:19])[C:9]=3[O:8][CH2:1][C:2]3[CH:7]=[CH:6][CH:5]=[CH:4][CH:3]=3)[CH2:16][CH2:15][O:14][C:13]4([CH3:20])[CH3:21])=[O:24])[C:27]1=2.